From a dataset of Forward reaction prediction with 1.9M reactions from USPTO patents (1976-2016). Predict the product of the given reaction. (1) Given the reactants [NH2:1][C:2]1[CH:12]=[CH:11][C:5]2[O:6][C:7]([F:10])([F:9])[O:8][C:4]=2[CH:3]=1.[C:13](OC(=O)C)(=[O:15])[CH3:14], predict the reaction product. The product is: [F:9][C:7]1([F:10])[O:6][C:5]2[CH:11]=[CH:12][C:2]([NH:1][C:13](=[O:15])[CH3:14])=[CH:3][C:4]=2[O:8]1. (2) Given the reactants [Br:1][C:2]1[CH:3]=[C:4]2[CH:10]=[CH:9][NH:8][C:5]2=[N:6][CH:7]=1.[Cl-:11].[Al+3].[Cl-].[Cl-].[F:15][C:16]1[C:24]([N+:25]([O-:27])=[O:26])=[CH:23][CH:22]=[CH:21][C:17]=1[C:18](Cl)=[O:19], predict the reaction product. The product is: [Br:1][C:2]1[CH:3]=[C:4]2[C:10]([C:18]([C:17]3[CH:21]=[C:22]([Cl:11])[CH:23]=[C:24]([N+:25]([O-:27])=[O:26])[C:16]=3[F:15])=[O:19])=[CH:9][NH:8][C:5]2=[N:6][CH:7]=1. (3) Given the reactants [Cl:1][C:2]1[C:7]([NH:8][C:9](=[O:17])[CH2:10][C:11]2[CH:16]=[CH:15][CH:14]=[CH:13][CH:12]=2)=[CH:6][N:5]=[C:4]([C:18]2[CH:23]=[CH:22][CH:21]=[CH:20][CH:19]=2)[N:3]=1.Cl.CN.[CH2:27]([N:29](CC)CC)C, predict the reaction product. The product is: [ClH:1].[CH3:27][NH:29][C:2]1[C:7]([NH:8][C:9](=[O:17])[CH2:10][C:11]2[CH:16]=[CH:15][CH:14]=[CH:13][CH:12]=2)=[CH:6][N:5]=[C:4]([C:18]2[CH:23]=[CH:22][CH:21]=[CH:20][CH:19]=2)[N:3]=1. (4) Given the reactants Br[C:2]1[C:6]2[N:7]=[CH:8][N:9]=[C:10]([O:11][CH3:12])[C:5]=2[S:4][CH:3]=1.[CH:13]1(B(O)O)[CH2:15][CH2:14]1.C(=O)([O-])[O-].[K+].[K+].C1(C)C=CC=CC=1, predict the reaction product. The product is: [CH:13]1([C:2]2[C:6]3[N:7]=[CH:8][N:9]=[C:10]([O:11][CH3:12])[C:5]=3[S:4][CH:3]=2)[CH2:15][CH2:14]1. (5) Given the reactants [CH3:1][C:2]1[O:6][C:5]([C:7]2[CH:12]=[CH:11][CH:10]=[CH:9][CH:8]=2)=[N:4][C:3]=1[CH2:13][O:14][C:15]1[CH:23]=[CH:22][C:18]([CH2:19][O:20][NH2:21])=[CH:17][CH:16]=1.[CH3:24][C:25]([CH3:39])([C:31](=O)[C:32]1[CH:37]=[CH:36][CH:35]=[CH:34][CH:33]=1)[C:26]([O:28][CH2:29][CH3:30])=[O:27].C(O)(=O)C.C([O-])(=O)C.[Na+], predict the reaction product. The product is: [CH3:39][C:25]([CH3:24])(/[C:31](=[N:21]\[O:20][CH2:19][C:18]1[CH:17]=[CH:16][C:15]([O:14][CH2:13][C:3]2[N:4]=[C:5]([C:7]3[CH:8]=[CH:9][CH:10]=[CH:11][CH:12]=3)[O:6][C:2]=2[CH3:1])=[CH:23][CH:22]=1)/[C:32]1[CH:33]=[CH:34][CH:35]=[CH:36][CH:37]=1)[C:26]([O:28][CH2:29][CH3:30])=[O:27].